Dataset: Catalyst prediction with 721,799 reactions and 888 catalyst types from USPTO. Task: Predict which catalyst facilitates the given reaction. (1) Reactant: C[O:2][C:3](=[O:35])[C@@H:4]([NH:24][C:25](=[O:34])[C:26]1[C:31]([Cl:32])=[CH:30][N:29]=[CH:28][C:27]=1[Cl:33])[CH2:5][C:6]1[CH:7]=[C:8]2[C:13](=[CH:14][CH:15]=1)[N:12]=[C:11]([C:16]1[C:21]([Cl:22])=[CH:20][CH:19]=[CH:18][C:17]=1[Cl:23])[CH:10]=[CH:9]2.[OH-].[Na+]. Product: [Cl:33][C:27]1[CH:28]=[N:29][CH:30]=[C:31]([Cl:32])[C:26]=1[C:25]([NH:24][C@@H:4]([CH2:5][C:6]1[CH:7]=[C:8]2[C:13](=[CH:14][CH:15]=1)[N:12]=[C:11]([C:16]1[C:17]([Cl:23])=[CH:18][CH:19]=[CH:20][C:21]=1[Cl:22])[CH:10]=[CH:9]2)[C:3]([OH:35])=[O:2])=[O:34]. The catalyst class is: 1. (2) Reactant: [I:1][C:2]1[CH:3]=[C:4]([CH:7]=[CH:8][CH:9]=1)[CH:5]=O.C(O)(=O)C.[CH3:14][N:15](C)[C:16](=O)C.C(O[BH-](OC(=O)C)OC(=O)C)(=O)C.[Na+]. Product: [I:1][C:2]1[CH:3]=[C:4]([CH:7]=[CH:8][CH:9]=1)[CH2:5][N:15]([CH3:16])[CH3:14]. The catalyst class is: 4.